Dataset: Reaction yield outcomes from USPTO patents with 853,638 reactions. Task: Predict the reaction yield, written as a fraction of the theoretical maximum amount of product (1.0 means a 100% yield; for example, 0.34 means a 34% yield). (1) The reactants are [CH3:1][N:2]1[CH:6]=[CH:5][N:4]=[C:3]1[CH:7]=O.[NH2:9][C:10]1[CH:18]=[C:17]([F:19])[CH:16]=[C:15]2[C:11]=1[CH2:12][O:13][C:14]2=[O:20].S([O-])([O-])(=O)=O.[Mg+2]. The catalyst is C(#N)C. The product is [F:19][C:17]1[CH:16]=[C:15]2[C:11]([CH2:12][O:13][C:14]2=[O:20])=[C:10](/[N:9]=[CH:7]/[C:3]2[N:2]([CH3:1])[CH:6]=[CH:5][N:4]=2)[CH:18]=1. The yield is 0.680. (2) The reactants are [C:1](Cl)(=[O:8])[C:2]1[CH:7]=[CH:6][CH:5]=[CH:4][CH:3]=1.[Si:10]([O:27][C@H:28]1[CH2:32][CH2:31][C@H:30]([N:33]2[CH:41]=[N:40][C:39]3[C:34]2=[N:35][CH:36]=[N:37][C:38]=3[NH2:42])[C@@H:29]1[CH2:43][O:44][C:45]([C:58]1[CH:63]=[CH:62][CH:61]=[CH:60][CH:59]=1)([C:52]1[CH:57]=[CH:56][CH:55]=[CH:54][CH:53]=1)[C:46]1[CH:51]=[CH:50][CH:49]=[CH:48][CH:47]=1)([C:23]([CH3:26])([CH3:25])[CH3:24])([C:17]1[CH:22]=[CH:21][CH:20]=[CH:19][CH:18]=1)[C:11]1[CH:16]=[CH:15][CH:14]=[CH:13][CH:12]=1.N.CO.ClCCl. The catalyst is N1C=CC=CC=1. The product is [Si:10]([O:27][C@H:28]1[CH2:32][CH2:31][C@H:30]([N:33]2[CH:41]=[N:40][C:39]3[C:34]2=[N:35][CH:36]=[N:37][C:38]=3[NH:42][C:1](=[O:8])[C:2]2[CH:7]=[CH:6][CH:5]=[CH:4][CH:3]=2)[C@@H:29]1[CH2:43][O:44][C:45]([C:58]1[CH:63]=[CH:62][CH:61]=[CH:60][CH:59]=1)([C:52]1[CH:57]=[CH:56][CH:55]=[CH:54][CH:53]=1)[C:46]1[CH:51]=[CH:50][CH:49]=[CH:48][CH:47]=1)([C:23]([CH3:26])([CH3:24])[CH3:25])([C:11]1[CH:12]=[CH:13][CH:14]=[CH:15][CH:16]=1)[C:17]1[CH:22]=[CH:21][CH:20]=[CH:19][CH:18]=1. The yield is 0.880. (3) The reactants are [C:1]1([CH2:7][CH2:8][CH2:9][CH2:10][OH:11])[CH:6]=[CH:5][CH:4]=[CH:3][CH:2]=1.Br[CH2:13][CH2:14][CH2:15]Br.[OH-].[Na+]. The catalyst is [Br-].C([N+](CCCC)(CCCC)CCCC)CCC.CCCCCC. The product is [CH2:15]([O:11][CH2:10][CH2:9][CH2:8][CH2:7][C:1]1[CH:6]=[CH:5][CH:4]=[CH:3][CH:2]=1)[CH:14]=[CH2:13]. The yield is 0.920. (4) The reactants are [NH2:1][C:2]1[N:3]=[C:4]([NH:17][CH:18]2[CH2:23][CH2:22][NH:21][CH2:20][CH2:19]2)[S:5][C:6]=1[C:7]([C:9]1[C:14]([F:15])=[CH:13][CH:12]=[CH:11][C:10]=1[F:16])=[O:8].C(NC(C)C)(C)C.[I:31][C:32]1[CH:40]=[CH:39][C:35]([C:36](Cl)=[O:37])=[CH:34][CH:33]=1. The catalyst is C1COCC1.C(#N)C.C(OCC)(=O)C. The product is [NH2:1][C:2]1[N:3]=[C:4]([NH:17][CH:18]2[CH2:23][CH2:22][N:21]([C:36](=[O:37])[C:35]3[CH:39]=[CH:40][C:32]([I:31])=[CH:33][CH:34]=3)[CH2:20][CH2:19]2)[S:5][C:6]=1[C:7]([C:9]1[C:14]([F:15])=[CH:13][CH:12]=[CH:11][C:10]=1[F:16])=[O:8]. The yield is 0.780. (5) The reactants are [NH2:1][C@@H:2]1[CH2:7][CH2:6][CH2:5][CH2:4][C@H:3]1[NH2:8].[C:9]1([CH3:19])[CH:14]=[CH:13][C:12]([S:15](Cl)(=[O:17])=[O:16])=[CH:11][CH:10]=1. The catalyst is C(Cl)Cl. The product is [C:9]1([CH3:19])[CH:14]=[CH:13][C:12]([S:15]([NH:1][C@@H:2]2[CH2:7][CH2:6][CH2:5][CH2:4][C@H:3]2[NH2:8])(=[O:17])=[O:16])=[CH:11][CH:10]=1. The yield is 0.975. (6) The reactants are [CH2:1]([C:19]([OH:62])([CH2:43][CH2:44][CH2:45][CH2:46][CH2:47][CH2:48][CH2:49][CH2:50][CH2:51]/[CH:52]=[CH:53]\[CH2:54]/[CH:55]=[CH:56]\[CH2:57][CH2:58][CH2:59][CH2:60]C)[CH:20]([O:24][CH2:25][CH2:26][CH2:27][CH2:28][CH2:29][CH2:30][CH2:31][CH2:32]/[CH:33]=[CH:34]\[CH2:35]/[CH:36]=[CH:37]\[CH2:38][CH2:39][CH2:40][CH2:41][CH3:42])[CH2:21][CH2:22]O)[CH2:2][CH2:3][CH2:4][CH2:5][CH2:6][CH2:7][CH2:8]/[CH:9]=[CH:10]\[CH2:11]/[CH:12]=[CH:13]\[CH2:14][CH2:15][CH2:16][CH2:17][CH3:18].Cl.[CH3:64][N:65]([CH3:72])[CH2:66][CH2:67][CH2:68][C:69]([OH:71])=[O:70].CCN=C=NCCCN(C)C.Cl.CCN(C(C)C)C(C)C. The catalyst is ClCCl.CN(C1C=CN=CC=1)C. The product is [CH3:64][N:65]([CH3:72])[CH2:66][CH2:67][CH2:68][C:69]([O:71][CH2:22][CH2:21][CH:20]([O:24][CH2:25][CH2:26][CH2:27][CH2:28][CH2:29][CH2:30][CH2:31][CH2:32]/[CH:33]=[CH:34]\[CH2:35]/[CH:36]=[CH:37]\[CH2:38][CH2:39][CH2:40][CH2:41][CH3:42])[C:19]([OH:62])([CH2:43][CH2:44][CH2:45][CH2:46][CH2:47][CH2:48][CH2:49][CH2:50]/[CH:51]=[CH:52]\[CH2:53]/[CH:54]=[CH:55]\[CH2:56][CH2:57][CH2:58][CH2:59][CH3:60])[CH2:1][CH2:2][CH2:3][CH2:4][CH2:5][CH2:6][CH2:7][CH2:8]/[CH:9]=[CH:10]\[CH2:11]/[CH:12]=[CH:13]\[CH2:14][CH2:15][CH2:16][CH2:17][CH3:18])=[O:70]. The yield is 0.750. (7) The reactants are Cl[C:2]1[N:7]=[C:6]([NH:8][CH2:9][C:10]2[CH:11]=[N:12][CH:13]=[CH:14][CH:15]=2)[C:5]([F:16])=[CH:4][N:3]=1.[NH2:17][C:18]1[CH:19]=[C:20]([OH:24])[CH:21]=[CH:22][CH:23]=1. No catalyst specified. The product is [F:16][C:5]1[C:6]([NH:8][CH2:9][C:10]2[CH:11]=[N:12][CH:13]=[CH:14][CH:15]=2)=[N:7][C:2]([NH:17][C:18]2[CH:23]=[CH:22][CH:21]=[C:20]([OH:24])[CH:19]=2)=[N:3][CH:4]=1. The yield is 0.430.